From a dataset of Peptide-MHC class I binding affinity with 185,985 pairs from IEDB/IMGT. Regression. Given a peptide amino acid sequence and an MHC pseudo amino acid sequence, predict their binding affinity value. This is MHC class I binding data. (1) The peptide sequence is ERAFQNWSV. The MHC is HLA-A01:01 with pseudo-sequence HLA-A01:01. The binding affinity (normalized) is 0.213. (2) The peptide sequence is NTNQGNILM. The MHC is HLA-A02:01 with pseudo-sequence HLA-A02:01. The binding affinity (normalized) is 0.221. (3) The peptide sequence is MSLNFPIAKV. The MHC is Mamu-B8301 with pseudo-sequence Mamu-B8301. The binding affinity (normalized) is 0.566.